This data is from Reaction yield outcomes from USPTO patents with 853,638 reactions. The task is: Predict the reaction yield, written as a fraction of the theoretical maximum amount of product (1.0 means a 100% yield; for example, 0.34 means a 34% yield). (1) The reactants are [Br:1][C:2]1[CH:21]=[CH:20][C:5]2[N:6]=[C:7]([NH:9][C:10]3[CH:15]=[CH:14][N:13]=[C:12](S(C)(=O)=O)[N:11]=3)[S:8][C:4]=2[CH:3]=1.[NH2:22][C@H:23]1[CH2:28][CH2:27][C@H:26]([OH:29])[CH2:25][CH2:24]1.C(N(C(C)C)CC)(C)C. The catalyst is C(O)(C)C. The product is [Br:1][C:2]1[CH:21]=[CH:20][C:5]2[N:6]=[C:7]([NH:9][C:10]3[CH:15]=[CH:14][N:13]=[C:12]([NH:22][C@H:23]4[CH2:28][CH2:27][C@H:26]([OH:29])[CH2:25][CH2:24]4)[N:11]=3)[S:8][C:4]=2[CH:3]=1. The yield is 0.640. (2) The reactants are C([O:3][C:4]([C:6]1[CH:10]=[C:9]([C:11]2[CH:12]=[N:13][N:14]([CH3:16])[CH:15]=2)[N:8]([C:17]2[CH:18]=[N:19][C:20]([O:23][CH3:24])=[CH:21][CH:22]=2)[N:7]=1)=[O:5])C.[OH-].[Na+].Cl.O. The catalyst is O1CCCC1.CO.C(Cl)(Cl)Cl. The product is [CH3:24][O:23][C:20]1[N:19]=[CH:18][C:17]([N:8]2[C:9]([C:11]3[CH:12]=[N:13][N:14]([CH3:16])[CH:15]=3)=[CH:10][C:6]([C:4]([OH:5])=[O:3])=[N:7]2)=[CH:22][CH:21]=1. The yield is 0.880. (3) The catalyst is C(Cl)(Cl)Cl. The product is [CH3:1][N:2]1[C@@H:19]2[CH2:20][C:7]3[CH:8]=[CH:9][C:10]([O:22][CH3:23])=[C:11]4[O:12][C@H:13]5[C:14]([CH2:16][CH2:17][C@:18]2([OH:21])[C@:5]5([C:6]=34)[CH2:4][CH2:3]1)=[O:15]. The yield is 0.930. The reactants are [CH3:1][N:2]1[C@@H:19]2[CH2:20][C:7]3[CH:8]=[CH:9][C:10]([O:22][CH3:23])=[C:11]4[O:12][C@H:13]5[C:14]([CH2:16][CH2:17][C@:18]2([OH:21])[C@:5]5([C:6]=34)[CH2:4][CH2:3]1)=[O:15].Cl.